From a dataset of Full USPTO retrosynthesis dataset with 1.9M reactions from patents (1976-2016). Predict the reactants needed to synthesize the given product. (1) Given the product [Br:11][C:12]1[CH:20]=[C:19]2[NH:18][C:17](=[O:21])[C:16]3([CH2:34][CH2:33][N:25]([C:26]([O:27][C:28]([CH3:30])([CH3:29])[CH3:31])=[O:32])[CH2:24][CH2:23]3)[C:15]2=[CH:14][CH:13]=1, predict the reactants needed to synthesize it. The reactants are: C[Si]([N-][Si](C)(C)C)(C)C.[Li+].[Br:11][C:12]1[CH:20]=[C:19]2[C:15]([CH2:16][C:17](=[O:21])[NH:18]2)=[CH:14][CH:13]=1.Cl[CH2:23][CH2:24][N:25]([CH2:33][CH2:34]Cl)[C:26](=[O:32])[O:27][C:28]([CH3:31])([CH3:30])[CH3:29].Cl. (2) Given the product [CH3:13][O:14][C:15]1[CH:22]=[CH:21][C:20]([O:23][CH3:24])=[CH:19][C:16]=1[CH:17]=[C:5]1[C:6]2[C:11](=[CH:10][CH:9]=[CH:8][CH:7]=2)[N:3]([O:2][CH3:1])[C:4]1=[O:12], predict the reactants needed to synthesize it. The reactants are: [CH3:1][O:2][N:3]1[C:11]2[C:6](=[CH:7][CH:8]=[CH:9][CH:10]=2)[CH2:5][C:4]1=[O:12].[CH3:13][O:14][C:15]1[CH:22]=[CH:21][C:20]([O:23][CH3:24])=[CH:19][C:16]=1[CH:17]=O.